Task: Predict the product of the given reaction.. Dataset: Forward reaction prediction with 1.9M reactions from USPTO patents (1976-2016) (1) Given the reactants [N+:1]([C:4]1[C:14]2[NH:13][CH2:12][CH2:11][O:10][C:9](=[O:15])[C:8]=2[CH:7]=[CH:6][CH:5]=1)([O-])=O, predict the reaction product. The product is: [NH2:1][C:4]1[C:14]2[NH:13][CH2:12][CH2:11][O:10][C:9](=[O:15])[C:8]=2[CH:7]=[CH:6][CH:5]=1. (2) Given the reactants [NH2:1][C:2]1[CH:7]=[CH:6][C:5]([C:8]2[CH:9]=[C:10]3[C:15](=[CH:16][CH:17]=2)[NH:14][C:13](=[O:18])[CH2:12][CH2:11]3)=[CH:4][CH:3]=1.CO[CH:21]1[CH2:25][CH2:24][CH:23](OC)O1, predict the reaction product. The product is: [N:1]1([C:2]2[CH:3]=[CH:4][C:5]([C:8]3[CH:9]=[C:10]4[C:15](=[CH:16][CH:17]=3)[NH:14][C:13](=[O:18])[CH2:12][CH2:11]4)=[CH:6][CH:7]=2)[C:21]2[C:25](=[CH:7][CH:2]=[CH:3][CH:4]=2)[CH:24]=[CH:23]1.